This data is from Full USPTO retrosynthesis dataset with 1.9M reactions from patents (1976-2016). The task is: Predict the reactants needed to synthesize the given product. (1) The reactants are: [C:1]([C:4]1[CH:16]=[C:15]([Br:17])[CH:14]=[CH:13][C:5]=1[O:6][CH2:7][C:8]([O:10]CC)=[O:9])(=[O:3])[CH3:2].[OH-].[Na+].Cl.C(OCC)(=O)C. Given the product [C:1]([C:4]1[CH:16]=[C:15]([Br:17])[CH:14]=[CH:13][C:5]=1[O:6][CH2:7][C:8]([OH:10])=[O:9])(=[O:3])[CH3:2], predict the reactants needed to synthesize it. (2) Given the product [N:1]1([CH2:6][C:7]2[CH:8]=[C:9]([CH:38]=[C:39]([F:49])[CH:40]=2)/[CH:10]=[CH:11]/[C:12]2[CH:13]=[CH:14][C:15]([N:18]3[CH2:23][CH2:22][N:21]([S:24]([CH:27]([CH3:32])[CH3:28])(=[O:26])=[O:25])[CH2:20][CH2:19]3)=[CH:16][CH:17]=2)[CH:5]=[CH:4][N:3]=[CH:2]1, predict the reactants needed to synthesize it. The reactants are: [N:1]1([CH2:6][C:7]2[CH:8]=[C:9]([CH:38]=[C:39](Cl)[CH:40]=2)/[CH:10]=[CH:11]/[C:12]2[CH:17]=[CH:16][C:15]([N:18]3[CH2:23][CH2:22][N:21]([S:24]([C:27]4[CH:32]=CC=C(OC(F)(F)F)[CH:28]=4)(=[O:26])=[O:25])[CH2:20][CH2:19]3)=[CH:14][CH:13]=2)[CH:5]=[CH:4][N:3]=[CH:2]1.C(S(Cl)(=O)=O)(C)C.[F:49]C(F)(F)OC1C=C(S(Cl)(=O)=O)C=CC=1.N1(CC2C=C(C=C(F)C=2)/C=C/C2C=CC(N3CCNCC3)=CC=2)C=CN=C1.Cl.N1(CC2C=C(C=C(Cl)C=2)/C=C/C2C=CC(N3CCNCC3)=CC=2)C=CN=C1. (3) Given the product [OH:1][NH:2][C:6](=[O:5])[CH2:7][CH2:8][CH2:9][CH2:10][CH2:11][CH2:12][N:13]([C:27]1[CH:32]=[CH:31][CH:30]=[CH:29][N:28]=1)[C:14]1[CH:19]=[C:18]([C:20]2[CH:21]=[C:22]([CH3:26])[CH:23]=[CH:24][CH:25]=2)[CH:17]=[CH:16][N:15]=1, predict the reactants needed to synthesize it. The reactants are: [OH:1][NH2:2].C([O:5][C:6](=O)[CH2:7][CH2:8][CH2:9][CH2:10][CH2:11][CH2:12][N:13]([C:27]1[CH:32]=[CH:31][CH:30]=[CH:29][N:28]=1)[C:14]1[CH:19]=[C:18]([C:20]2[CH:21]=[C:22]([CH3:26])[CH:23]=[CH:24][CH:25]=2)[CH:17]=[CH:16][N:15]=1)C. (4) Given the product [Br:1][C:2]1[CH:7]=[CH:6][C:5]([NH:8][S:10]([CH3:9])(=[O:12])=[O:11])=[CH:4][CH:3]=1, predict the reactants needed to synthesize it. The reactants are: [Br:1][C:2]1[CH:7]=[CH:6][C:5]([NH2:8])=[CH:4][CH:3]=1.[CH3:9][S:10](Cl)(=[O:12])=[O:11].O. (5) Given the product [CH2:2]([C:4]1[CH:5]=[C:6]([C@@H:10]([O:14][C:15]2[CH:16]=[C:17]3[C:21](=[CH:22][CH:23]=2)[N:20]([C:24]2[CH:25]=[CH:26][C:27]([F:30])=[CH:28][CH:29]=2)[N:19]=[CH:18]3)[C@@H:11]([NH:13][C:35](=[O:34])[CH2:36][OH:37])[CH3:12])[CH:7]=[CH:8][CH:9]=1)[CH3:3], predict the reactants needed to synthesize it. The reactants are: Cl.[CH2:2]([C:4]1[CH:5]=[C:6]([C@@H:10]([O:14][C:15]2[CH:16]=[C:17]3[C:21](=[CH:22][CH:23]=2)[N:20]([C:24]2[CH:29]=[CH:28][C:27]([F:30])=[CH:26][CH:25]=2)[N:19]=[CH:18]3)[C@@H:11]([NH2:13])[CH3:12])[CH:7]=[CH:8][CH:9]=1)[CH3:3].C([O:34][CH2:35][C:36](Cl)=[O:37])(=O)C. (6) The reactants are: [Br:1][C:2]1[CH:3]=[CH:4][C:5]([N+:13]([O-:15])=[O:14])=[C:6]([CH:12]=1)[NH:7][CH2:8][CH:9]([CH3:11])[CH3:10].[CH:16]1(CN)[CH2:21]CCC[CH2:17]1. Given the product [Br:1][C:2]1[CH:3]=[CH:4][C:5]([N+:13]([O-:15])=[O:14])=[C:6]([CH:12]=1)[NH:7][CH2:8][CH:9]1[CH2:11][CH2:21][CH2:16][CH2:17][CH2:10]1, predict the reactants needed to synthesize it. (7) Given the product [Cl:17][C:9]1[N:8]([CH3:13])[C:7]2[CH:6]=[CH:5][CH:4]=[C:3]([O:2][CH3:1])[C:11]=2[N:10]=1, predict the reactants needed to synthesize it. The reactants are: [CH3:1][O:2][C:3]1[C:11]2[NH:10][C:9](=O)[N:8]([CH3:13])[C:7]=2[CH:6]=[CH:5][CH:4]=1.N.P(Cl)(Cl)([Cl:17])=O.